Dataset: Catalyst prediction with 721,799 reactions and 888 catalyst types from USPTO. Task: Predict which catalyst facilitates the given reaction. (1) Reactant: [Br:1][C:2]1[CH:3]=[C:4]2[C:9](=[CH:10][CH:11]=1)[N:8]=[CH:7][CH:6]=[C:5]2I.[N:13]1[CH:18]=[CH:17][C:16](B(O)O)=[CH:15][CH:14]=1.C(=O)([O-])[O-].[K+].[K+]. Product: [Br:1][C:2]1[CH:3]=[C:4]2[C:9](=[CH:10][CH:11]=1)[N:8]=[CH:7][CH:6]=[C:5]2[C:16]1[CH:17]=[CH:18][N:13]=[CH:14][CH:15]=1. The catalyst class is: 12. (2) Reactant: [NH2:1][C@@H:2]([CH2:10][S:11][CH2:12][C@H:13]([O:29][C:30](=[O:42])[NH:31][CH2:32][CH2:33][CH2:34][CH2:35][CH2:36][CH2:37][CH2:38][CH2:39][CH2:40][CH3:41])[CH2:14][O:15][C:16](=[O:28])[NH:17][CH2:18][CH2:19][CH2:20][CH2:21][CH2:22][CH2:23][CH2:24][CH2:25][CH2:26][CH3:27])[C:3]([O:5][C:6]([CH3:9])([CH3:8])[CH3:7])=[O:4].CCN(C(C)C)C(C)C.[C:52](Cl)(=[O:68])[CH2:53][CH2:54][CH2:55][CH2:56][CH2:57][CH2:58][CH2:59][CH2:60][CH2:61][CH2:62][CH2:63][CH2:64][CH2:65][CH2:66][CH3:67]. Product: [CH2:32]([NH:31][C:30]([O:29][C@H:13]([CH2:14][O:15][C:16](=[O:28])[NH:17][CH2:18][CH2:19][CH2:20][CH2:21][CH2:22][CH2:23][CH2:24][CH2:25][CH2:26][CH3:27])[CH2:12][S:11][CH2:10][C@H:2]([NH:1][C:52](=[O:68])[CH2:53][CH2:54][CH2:55][CH2:56][CH2:57][CH2:58][CH2:59][CH2:60][CH2:61][CH2:62][CH2:63][CH2:64][CH2:65][CH2:66][CH3:67])[C:3]([O:5][C:6]([CH3:7])([CH3:8])[CH3:9])=[O:4])=[O:42])[CH2:33][CH2:34][CH2:35][CH2:36][CH2:37][CH2:38][CH2:39][CH2:40][CH3:41]. The catalyst class is: 2. (3) Reactant: [NH2:1][C:2]1[C:7]([O:8][CH2:9][CH:10]2[CH2:15][CH2:14][N:13]([C:16]3[N:21]=[C:20]([Cl:22])[N:19]=[C:18]([C:23]([O:25]C)=O)[CH:17]=3)[CH2:12][CH2:11]2)=[CH:6][C:5]([C:27]2[N:28]=[N:29][N:30]([CH3:32])[CH:31]=2)=[CH:4][N:3]=1.Cl.[CH2:34]([NH2:36])[CH3:35].CCN(CC)CC. Product: [NH2:1][C:2]1[C:7]([O:8][CH2:9][CH:10]2[CH2:11][CH2:12][N:13]([C:16]3[N:21]=[C:20]([Cl:22])[N:19]=[C:18]([C:23]([NH:36][CH2:34][CH3:35])=[O:25])[CH:17]=3)[CH2:14][CH2:15]2)=[CH:6][C:5]([C:27]2[N:28]=[N:29][N:30]([CH3:32])[CH:31]=2)=[CH:4][N:3]=1. The catalyst class is: 14. (4) Reactant: C[O:2][C:3](=O)[C:4]1[CH:9]=[C:8]([S:10](=[O:17])(=[O:16])[NH:11][C:12]([CH3:15])([CH3:14])[CH3:13])[CH:7]=[C:6]([S:18](=[O:25])(=[O:24])[NH:19][C:20]([CH3:23])([CH3:22])[CH3:21])[CH:5]=1.[Li+].[BH4-]. Product: [C:12]([NH:11][S:10]([C:8]1[CH:9]=[C:4]([CH2:3][OH:2])[CH:5]=[C:6]([S:18]([NH:19][C:20]([CH3:23])([CH3:22])[CH3:21])(=[O:24])=[O:25])[CH:7]=1)(=[O:17])=[O:16])([CH3:15])([CH3:14])[CH3:13]. The catalyst class is: 49.